From a dataset of Full USPTO retrosynthesis dataset with 1.9M reactions from patents (1976-2016). Predict the reactants needed to synthesize the given product. (1) Given the product [CH2:31]([O:30][C:25]1[CH:24]=[C:23]([CH2:22][C:21]([OH:35])=[O:20])[CH:28]=[C:27]([O:29][CH2:2][C:3]2[S:7][C:6]([C:8]3[CH:13]=[CH:12][C:11]([C:14]([F:17])([F:16])[F:15])=[CH:10][CH:9]=3)=[N:5][C:4]=2[CH3:18])[CH:26]=1)[CH2:32][CH2:33][CH3:34], predict the reactants needed to synthesize it. The reactants are: Cl[CH2:2][C:3]1[S:7][C:6]([C:8]2[CH:13]=[CH:12][C:11]([C:14]([F:17])([F:16])[F:15])=[CH:10][CH:9]=2)=[N:5][C:4]=1[CH3:18].C[O:20][C:21](=[O:35])[CH2:22][C:23]1[CH:28]=[C:27]([OH:29])[CH:26]=[C:25]([O:30][CH2:31][CH2:32][CH2:33][CH3:34])[CH:24]=1.COC(=O)C.ICCCC. (2) Given the product [OH:34][C:23]1[C:22](=[O:21])[N:11]([C:12]2[N:13]=[N:14][C:15]([CH3:18])=[CH:16][CH:17]=2)[CH:1]([C:2]2[CH:7]=[CH:6][C:5]([O:8][CH3:9])=[CH:4][CH:3]=2)[C:24]=1[C:25](=[O:33])[C:26]1[CH:31]=[CH:30][C:29]([CH3:32])=[CH:28][CH:27]=1, predict the reactants needed to synthesize it. The reactants are: [CH:1](=O)[C:2]1[CH:7]=[CH:6][C:5]([O:8][CH3:9])=[CH:4][CH:3]=1.[NH2:11][C:12]1[N:13]=[N:14][C:15]([CH3:18])=[CH:16][CH:17]=1.C([O:21][C:22](=O)[C:23]([OH:34])=[CH:24][C:25](=[O:33])[C:26]1[CH:31]=[CH:30][C:29]([CH3:32])=[CH:28][CH:27]=1)C.